Predict the product of the given reaction. From a dataset of Forward reaction prediction with 1.9M reactions from USPTO patents (1976-2016). (1) Given the reactants [NH2:1][C:2]1[N:7]=[C:6](S(C)=O)[C:5]([C:11]2[CH:12]=[CH:13][C:14](=[O:20])[N:15]([CH:17]([CH3:19])[CH3:18])[N:16]=2)=[C:4]([C:21]2[CH:26]=[CH:25][CH:24]=[CH:23][CH:22]=2)[N:3]=1.[CH2:27]([NH2:30])[CH:28]=[CH2:29], predict the reaction product. The product is: [CH2:27]([NH:30][C:6]1[C:5]([C:11]2[CH:12]=[CH:13][C:14](=[O:20])[N:15]([CH:17]([CH3:19])[CH3:18])[N:16]=2)=[C:4]([C:21]2[CH:26]=[CH:25][CH:24]=[CH:23][CH:22]=2)[N:3]=[C:2]([NH2:1])[N:7]=1)[CH:28]=[CH2:29]. (2) Given the reactants [CH3:1][O:2][C:3](=[O:66])[NH:4][CH:5]([CH:60]1[CH2:65][CH2:64][O:63][CH2:62][CH2:61]1)[C:6]([N:8]1[CH2:12][C:11](F)(F)[CH2:10][CH:9]1[C:15]1[NH:16][C:17]([C:20]2[CH:25]=[CH:24][C:23]([C:26]3[CH:35]=[CH:34][C:33]4[C:28](=[CH:29][CH:30]=[C:31]([C:36]5[NH:37][C:38]([CH:41]6[CH2:45][CH2:44][CH2:43][N:42]6[C:46](=[O:59])[CH:47]([NH:54][C:55]([O:57][CH3:58])=[O:56])[C:48]6[CH:53]=[CH:52][CH:51]=[CH:50][CH:49]=6)=[N:39][CH:40]=5)[CH:32]=4)[CH:27]=3)=[CH:22][CH:21]=2)=[CH:18][N:19]=1)=[O:7].[CH2:67](OC(N1CC(F)(F)CC1C1NC(C2C=CC(B3OC(C)(C)C(C)(C)O3)=CC=2)=CN=1)=O)[C:68]1C=CC=CC=1, predict the reaction product. The product is: [CH3:1][O:2][C:3](=[O:66])[NH:4][CH:5]([CH:60]1[CH2:65][CH2:64][O:63][CH2:62][CH2:61]1)[C:6]([N:8]1[CH:9]([C:15]2[NH:16][C:17]([C:20]3[CH:25]=[CH:24][C:23]([C:26]4[CH:35]=[CH:34][C:33]5[C:28](=[CH:29][CH:30]=[C:31]([C:36]6[NH:37][C:38]([CH:41]7[CH2:45][CH2:44][CH2:43][N:42]7[C:46](=[O:59])[CH:47]([NH:54][C:55]([O:57][CH3:58])=[O:56])[C:48]7[CH:53]=[CH:52][CH:51]=[CH:50][CH:49]=7)=[N:39][CH:40]=6)[CH:32]=5)[CH:27]=4)=[CH:22][CH:21]=3)=[CH:18][N:19]=2)[CH2:10][C:11]2([CH2:68][CH2:67]2)[CH2:12]1)=[O:7]. (3) Given the reactants [CH3:1][O:2][C:3](=[O:14])[CH:4]([N:6]1[CH:10]=[C:9]([N+:11]([O-])=O)[N:8]=[CH:7]1)[CH3:5].[F:15][C:16]1[CH:17]=[C:18]2[C:23](=[C:24]([F:26])[CH:25]=1)[CH2:22][CH:21]([NH:27][CH:28]([CH2:32][CH2:33][CH3:34])[C:29](O)=[O:30])[CH2:20][CH2:19]2, predict the reaction product. The product is: [CH3:1][O:2][C:3](=[O:14])[CH:4]([N:6]1[CH:10]=[C:9]([NH:11][C:29](=[O:30])[CH:28]([NH:27][CH:21]2[CH2:20][CH2:19][C:18]3[C:23](=[C:24]([F:26])[CH:25]=[C:16]([F:15])[CH:17]=3)[CH2:22]2)[CH2:32][CH2:33][CH3:34])[N:8]=[CH:7]1)[CH3:5]. (4) Given the reactants [Br:1][C:2]1[CH:11]=[CH:10][C:9]2[N:8]=[C:7](Cl)[C:6]3=[N:13][N:14](CC4C=CC(OC)=CC=4)[CH:15]=[C:5]3[C:4]=2[CH:3]=1.[CH3:25][C:26]1[CH:27]=[C:28]([NH2:35])[CH:29]=[C:30]2[C:34]=1[NH:33][N:32]=[CH:31]2.Cl, predict the reaction product. The product is: [Br:1][C:2]1[CH:11]=[CH:10][C:9]2[N:8]=[C:7]([NH:35][C:28]3[CH:29]=[C:30]4[C:34](=[C:26]([CH3:25])[CH:27]=3)[NH:33][N:32]=[CH:31]4)[C:6]3=[N:13][NH:14][CH:15]=[C:5]3[C:4]=2[CH:3]=1. (5) Given the reactants C(CNC(=O)[C@H](O)CC1CCCCC1)#N.FC(F)(F)CN.[C:22]([CH2:24][NH:25][C:26]([CH:28]([O:36][C:37](=[O:44])[NH:38][CH2:39][C:40]([F:43])([F:42])[F:41])[CH2:29][CH:30]1[CH2:35][CH2:34][CH2:33][CH2:32][CH2:31]1)=[O:27])#[N:23], predict the reaction product. The product is: [C:22]([CH2:24][NH:25][C:26]([C@@H:28]([O:36][C:37](=[O:44])[NH:38][CH2:39][C:40]([F:43])([F:42])[F:41])[CH2:29][CH:30]1[CH2:35][CH2:34][CH2:33][CH2:32][CH2:31]1)=[O:27])#[N:23]. (6) Given the reactants [F:1][C:2]1[C:3](/[CH:8]=[CH:9]/[C:10]([C:12]2[C:17]([OH:18])=[CH:16][C:15]([NH:19][C:20](=[O:22])[CH3:21])=[C:14]([CH3:23])[CH:13]=2)=[O:11])=[N:4][CH:5]=[CH:6][CH:7]=1.C(O)C.[OH-].[K+], predict the reaction product. The product is: [F:1][C:2]1[C:3]([CH:8]2[CH2:9][C:10](=[O:11])[C:12]3[C:17](=[CH:16][C:15]([NH:19][C:20](=[O:22])[CH3:21])=[C:14]([CH3:23])[CH:13]=3)[O:18]2)=[N:4][CH:5]=[CH:6][CH:7]=1.